Dataset: Catalyst prediction with 721,799 reactions and 888 catalyst types from USPTO. Task: Predict which catalyst facilitates the given reaction. (1) Reactant: [Cl:1][C:2]1[CH:9]=[CH:8][CH:7]=[C:6]([F:10])[C:3]=1[C:4]#[N:5].Cl.[NH2:12][OH:13].C(=O)([O-])[O-].[Na+].[Na+].C(O)C. Product: [Cl:1][C:2]1[CH:9]=[CH:8][CH:7]=[C:6]([F:10])[C:3]=1[C:4](=[N:12][OH:13])[NH2:5]. The catalyst class is: 6. (2) Reactant: [F:1][C:2]1[CH:7]=[CH:6][CH:5]=[C:4]([F:8])[C:3]=1[N:9]1[C:14]2[N:15]=[C:16]([N:29]3[CH2:34][CH2:33][CH:32]([NH:35][C:36]([O:38][C:39]([CH3:42])([CH3:41])[CH3:40])=[O:37])[CH2:31][CH2:30]3)[N:17]=[C:18]([C:19]3[CH:20]=[C:21]([CH:25]=[CH:26][C:27]=3[CH3:28])[C:22](O)=[O:23])[C:13]=2[CH2:12][NH:11][C:10]1=[O:43].C(Cl)CCl.C1[CH:49]=[CH:50][C:51]2N(O)N=[N:54][C:52]=2C=1.C1(CN)CC1. Product: [CH:51]1([CH2:52][NH:54][C:22]([C:21]2[CH:25]=[CH:26][C:27]([CH3:28])=[C:19]([C:18]3[C:13]4[CH2:12][NH:11][C:10](=[O:43])[N:9]([C:3]5[C:4]([F:8])=[CH:5][CH:6]=[CH:7][C:2]=5[F:1])[C:14]=4[N:15]=[C:16]([N:29]4[CH2:30][CH2:31][CH:32]([NH:35][C:36](=[O:37])[O:38][C:39]([CH3:41])([CH3:42])[CH3:40])[CH2:33][CH2:34]4)[N:17]=3)[CH:20]=2)=[O:23])[CH2:49][CH2:50]1. The catalyst class is: 2. (3) Reactant: [C:1]([O:5][C:6](=[O:37])[C@H:7]([NH:29][C:30]([O:32][C:33]([CH3:36])([CH3:35])[CH3:34])=[O:31])[CH2:8][CH2:9][C:10]([C:22]([O:24][C:25]([CH3:28])([CH3:27])[CH3:26])=[O:23])([CH2:14][C:15]1[CH:20]=[CH:19][C:18]([OH:21])=[CH:17][CH:16]=1)C(O)=O)([CH3:4])([CH3:3])[CH3:2]. Product: [C:33]([O:32][C:30]([NH:29][C@H:7]([CH2:8][CH2:9][CH:10]([CH2:14][C:15]1[CH:16]=[CH:17][C:18]([OH:21])=[CH:19][CH:20]=1)[C:22]([O:24][C:25]([CH3:26])([CH3:27])[CH3:28])=[O:23])[C:6]([O:5][C:1]([CH3:4])([CH3:2])[CH3:3])=[O:37])=[O:31])([CH3:34])([CH3:35])[CH3:36]. The catalyst class is: 12. (4) Reactant: [CH:1]([O:4][C:5]1[C:10]([N+:11]([O-])=O)=[CH:9][CH:8]=[CH:7][N:6]=1)([CH3:3])[CH3:2].C([O-])=O.[NH4+]. Product: [CH:1]([O:4][C:5]1[C:10]([NH2:11])=[CH:9][CH:8]=[CH:7][N:6]=1)([CH3:3])[CH3:2]. The catalyst class is: 261. (5) Reactant: [CH2:1]([O:19][C:20]1([O:43][CH2:44][CH2:45][CH2:46][CH2:47][CH2:48][CH2:49][CH2:50][CH2:51]/[CH:52]=[CH:53]\[CH2:54]/[CH:55]=[CH:56]\[CH2:57][CH2:58][CH2:59][CH2:60][CH3:61])[CH2:25][CH2:24][N:23](C(OCC2C3C=CC=CC=3C3C2=CC=CC=3)=O)[CH2:22][CH2:21]1)[CH2:2][CH2:3][CH2:4][CH2:5][CH2:6][CH2:7][CH2:8]/[CH:9]=[CH:10]\[CH2:11]/[CH:12]=[CH:13]\[CH2:14][CH2:15][CH2:16][CH2:17][CH3:18].N1CCCCC1. The catalyst class is: 4. Product: [CH2:1]([O:19][C:20]1([O:43][CH2:44][CH2:45][CH2:46][CH2:47][CH2:48][CH2:49][CH2:50][CH2:51]/[CH:52]=[CH:53]\[CH2:54]/[CH:55]=[CH:56]\[CH2:57][CH2:58][CH2:59][CH2:60][CH3:61])[CH2:25][CH2:24][NH:23][CH2:22][CH2:21]1)[CH2:2][CH2:3][CH2:4][CH2:5][CH2:6][CH2:7][CH2:8]/[CH:9]=[CH:10]\[CH2:11]/[CH:12]=[CH:13]\[CH2:14][CH2:15][CH2:16][CH2:17][CH3:18]. (6) Reactant: [NH2:1][C@H:2]([C:15]1[CH:20]=[CH:19][CH:18]=[CH:17][CH:16]=1)[CH2:3][O:4][C:5]1[CH:6]=[CH:7][C:8]([N+:12]([O-:14])=[O:13])=[C:9]([CH:11]=1)[NH2:10].C(N(CC)C(C)C)(C)C.[C:30](O[C:30]([O:32][C:33]([CH3:36])([CH3:35])[CH3:34])=[O:31])([O:32][C:33]([CH3:36])([CH3:35])[CH3:34])=[O:31].C([O-])(O)=O.[Na+]. Product: [C:33]([O:32][C:30](=[O:31])[NH:1][C@H:2]([C:15]1[CH:16]=[CH:17][CH:18]=[CH:19][CH:20]=1)[CH2:3][O:4][C:5]1[CH:6]=[CH:7][C:8]([N+:12]([O-:14])=[O:13])=[C:9]([NH2:10])[CH:11]=1)([CH3:36])([CH3:35])[CH3:34]. The catalyst class is: 476.